Dataset: Forward reaction prediction with 1.9M reactions from USPTO patents (1976-2016). Task: Predict the product of the given reaction. (1) Given the reactants [Br:1][C:2]1[C:11]2[CH2:10][NH:9][CH2:8][CH2:7][C:6]=2[C:5]([OH:12])=[C:4]([CH2:13][CH2:14][CH3:15])[CH:3]=1.[C:16](O[C:16]([O:18][C:19]([CH3:22])([CH3:21])[CH3:20])=[O:17])([O:18][C:19]([CH3:22])([CH3:21])[CH3:20])=[O:17], predict the reaction product. The product is: [C:19]([O:18][C:16]([N:9]1[CH2:8][CH2:7][C:6]2[C:11](=[C:2]([Br:1])[CH:3]=[C:4]([CH2:13][CH2:14][CH3:15])[C:5]=2[OH:12])[CH2:10]1)=[O:17])([CH3:22])([CH3:21])[CH3:20]. (2) Given the reactants [CH3:1][O:2][C:3](=[O:21])[C:4]1[C:9]([F:10])=[CH:8][CH:7]=[C:6]([N+:11]([O-])=O)[C:5]=1[NH:14][C:15]1[CH:20]=[CH:19][CH:18]=[CH:17][CH:16]=1.[NH4+].[Cl-], predict the reaction product. The product is: [CH3:1][O:2][C:3](=[O:21])[C:4]1[C:9]([F:10])=[CH:8][CH:7]=[C:6]([NH2:11])[C:5]=1[NH:14][C:15]1[CH:16]=[CH:17][CH:18]=[CH:19][CH:20]=1.